This data is from Catalyst prediction with 721,799 reactions and 888 catalyst types from USPTO. The task is: Predict which catalyst facilitates the given reaction. (1) Reactant: [CH3:1][N:2]([CH3:20])[S:3]([C:6]1[CH:19]=[CH:18][C:9]([CH2:10][C:11]2[CH:16]=[CH:15][C:14]([NH2:17])=[CH:13][CH:12]=2)=[CH:8][CH:7]=1)(=[O:5])=[O:4].S(O)(O)(=O)=O.Cl[C:27]1[NH:28][CH2:29][CH2:30][N:31]=1.C(=O)([O-])[O-].[K+].[K+]. The catalyst class is: 41. Product: [CH3:20][N:2]([CH3:1])[S:3]([C:6]1[CH:19]=[CH:18][C:9]([CH2:10][C:11]2[CH:16]=[CH:15][C:14]([NH:17][C:27]3[NH:31][CH2:30][CH2:29][N:28]=3)=[CH:13][CH:12]=2)=[CH:8][CH:7]=1)(=[O:4])=[O:5]. (2) Reactant: Cl[C:2]1[CH:7]=[C:6]([C:8]2[CH:13]=[CH:12][C:11]([C:14]([F:17])([F:16])[F:15])=[CH:10][CH:9]=2)[N:5]=[CH:4][N:3]=1.[OH:18][C:19]1[CH:28]=[C:27]2[C:22]([CH:23]=[CH:24][C:25](=[O:29])[NH:26]2)=[CH:21][CH:20]=1.N12CCCN=C1CCCCC2. Product: [F:15][C:14]([F:17])([F:16])[C:11]1[CH:12]=[CH:13][C:8]([C:6]2[N:5]=[CH:4][N:3]=[C:2]([O:18][C:19]3[CH:28]=[C:27]4[C:22]([CH:23]=[CH:24][C:25](=[O:29])[NH:26]4)=[CH:21][CH:20]=3)[CH:7]=2)=[CH:9][CH:10]=1. The catalyst class is: 23.